From a dataset of Full USPTO retrosynthesis dataset with 1.9M reactions from patents (1976-2016). Predict the reactants needed to synthesize the given product. (1) Given the product [CH3:18][C:19]1[CH:28]=[C:27]([CH2:29][N:30]2[C:38]3[C:33](=[CH:34][C:35]([C:39]([NH:1][CH:2]4[CH2:6][N:5]([C:7]([O:9][C:10]([CH3:13])([CH3:12])[CH3:11])=[O:8])[CH2:4][CH:3]4[C:14]([O:16][CH3:17])=[O:15])=[O:40])=[CH:36][CH:37]=3)[CH:32]=[CH:31]2)[C:26]2[C:21](=[CH:22][CH:23]=[CH:24][CH:25]=2)[N:20]=1, predict the reactants needed to synthesize it. The reactants are: [NH2:1][CH:2]1[CH2:6][N:5]([C:7]([O:9][C:10]([CH3:13])([CH3:12])[CH3:11])=[O:8])[CH2:4][CH:3]1[C:14]([O:16][CH3:17])=[O:15].[CH3:18][C:19]1[CH:28]=[C:27]([CH2:29][N:30]2[C:38]3[C:33](=[CH:34][C:35]([C:39](Cl)=[O:40])=[CH:36][CH:37]=3)[CH:32]=[CH:31]2)[C:26]2[CH2:25][CH:24]=[CH:23][CH2:22][C:21]=2[N:20]=1. (2) Given the product [Cl:1][C:2]1[N:7]=[C:6]([CH:23]=[CH2:24])[N:5]=[C:4]([NH:12][CH2:13][CH2:14][C:15]2[CH:20]=[CH:19][C:18]([Cl:21])=[CH:17][C:16]=2[Cl:22])[CH:3]=1, predict the reactants needed to synthesize it. The reactants are: [Cl:1][C:2]1[N:7]=[C:6](S(C)(=O)=O)[N:5]=[C:4]([NH:12][CH2:13][CH2:14][C:15]2[CH:20]=[CH:19][C:18]([Cl:21])=[CH:17][C:16]=2[Cl:22])[CH:3]=1.[CH:23]([Mg]Br)=[CH2:24].O. (3) Given the product [N+:9]([N:7]1[CH:8]=[C:4]([N+:1]([O-:3])=[O:2])[N:5]=[CH:6]1)([O-:11])=[O:10], predict the reactants needed to synthesize it. The reactants are: [N+:1]([C:4]1[N:5]=[CH:6][NH:7][CH:8]=1)([O-:3])=[O:2].[N+:9]([O-])([OH:11])=[O:10].C(OC(=O)C)(=O)C. (4) Given the product [CH3:19][NH:20][C:2]([C:9]1[CH:14]=[CH:13][N:12]=[CH:11][CH:10]=1)=[CH:3][C:4]([O:6][CH2:7][CH3:8])=[O:5], predict the reactants needed to synthesize it. The reactants are: O=[C:2]([C:9]1[CH:14]=[CH:13][N:12]=[CH:11][CH:10]=1)[CH2:3][C:4]([O:6][CH2:7][CH3:8])=[O:5].C([O-])(=O)C.[CH3:19][NH3+:20].